The task is: Predict the reaction yield, written as a fraction of the theoretical maximum amount of product (1.0 means a 100% yield; for example, 0.34 means a 34% yield).. This data is from Reaction yield outcomes from USPTO patents with 853,638 reactions. (1) The reactants are [Cl:1][C:2]1[CH:20]=[CH:19][CH:18]=[C:17]([O:21][CH2:22][C:23](=[O:25])[CH3:24])[C:3]=1[CH2:4][CH:5]1[CH2:9][CH2:8][N:7]([CH:10]2[CH2:15][CH2:14][CH2:13][CH2:12][CH2:11]2)[C:6]1=[O:16].[CH3:26][Mg]Br.C(OCC)(=O)C.[Cl-].[NH4+]. The catalyst is O1CCCC1. The product is [Cl:1][C:2]1[CH:20]=[CH:19][CH:18]=[C:17]([O:21][CH2:22][C:23]([OH:25])([CH3:26])[CH3:24])[C:3]=1[CH2:4][CH:5]1[CH2:9][CH2:8][N:7]([CH:10]2[CH2:11][CH2:12][CH2:13][CH2:14][CH2:15]2)[C:6]1=[O:16]. The yield is 0.240. (2) The reactants are Cl[S:2](Cl)(=[O:4])=[O:3].[OH2:6].[NH3:7].[CH2:8]([N:10]([CH2:13][CH3:14])[CH2:11][CH3:12])[CH3:9].[CH2:15]1[CH2:19]O[CH2:17][CH2:16]1. No catalyst specified. The product is [C:8]([N:10]1[CH2:13][CH2:14][CH:17]([CH2:16][C:15]2[CH:19]=[CH:17][C:16]([S:2]([NH2:7])(=[O:4])=[O:3])=[CH:15][CH:19]=2)[CH2:12][CH2:11]1)(=[O:6])[CH3:9]. The yield is 0.780. (3) The reactants are [CH3:1][NH:2][CH2:3][CH2:4][CH2:5][CH:6]=[CH:7][CH2:8][CH2:9][C:10]([F:16])([F:15])[C:11]([F:14])([F:13])[F:12].C(O)(=O)C.[H][H]. The catalyst is CC(OC)(C)C.[Pd]. The product is [CH3:1][NH:2][CH2:3][CH2:4][CH2:5][CH2:6][CH2:7][CH2:8][CH2:9][C:10]([F:15])([F:16])[C:11]([F:14])([F:13])[F:12]. The yield is 0.920. (4) The reactants are [Br:1][C:2]1[CH:7]=[CH:6][C:5]([S:8][C:9]2[C:17]3[C:16](=[O:18])[CH2:15][C:14]([CH3:20])([CH3:19])[CH2:13][C:12]=3[N:11]([CH2:21][C:22]([O:24][CH2:25][CH3:26])=[O:23])[C:10]=2[CH3:27])=[C:4]([S:28](Cl)(=[O:30])=[O:29])[CH:3]=1.[NH:32]1[CH2:36][CH2:35][CH2:34][CH2:33]1. The catalyst is ClCCl. The product is [Br:1][C:2]1[CH:7]=[CH:6][C:5]([S:8][C:9]2[C:17]3[C:16](=[O:18])[CH2:15][C:14]([CH3:20])([CH3:19])[CH2:13][C:12]=3[N:11]([CH2:21][C:22]([O:24][CH2:25][CH3:26])=[O:23])[C:10]=2[CH3:27])=[C:4]([S:28]([N:32]2[CH2:36][CH2:35][CH2:34][CH2:33]2)(=[O:30])=[O:29])[CH:3]=1. The yield is 0.00300. (5) The reactants are C[N:2]1[C:6](=[O:7])CCC1.[NH2:8][C:9]1[S:10][C:11]([CH3:26])=[CH:12][C:13]=1[C:14](=O)[C:15]1[CH:20]=[CH:19][CH:18]=[C:17]([C:21]([F:24])([F:23])[F:22])[CH:16]=1.NC(N)=O. The catalyst is O. The product is [CH3:26][C:11]1[S:10][C:9]2[N:8]=[C:6]([OH:7])[N:2]=[C:14]([C:15]3[CH:20]=[CH:19][CH:18]=[C:17]([C:21]([F:24])([F:23])[F:22])[CH:16]=3)[C:13]=2[CH:12]=1. The yield is 0.800. (6) The reactants are [CH3:1][C:2]1[S:3][C:4]([C:10]2[CH:15]=[CH:14][CH:13]=[CH:12][CH:11]=2)=[C:5]([C:7]([OH:9])=O)[N:6]=1.C(=O)([O-])[O-].[K+].[K+].C(Cl)(=O)C(C)(C)C.Cl.Cl.[F:31][C:32]1[CH:33]=[C:34]([CH3:48])[C:35]2[N:36]([CH:38]=[C:39]([CH2:41][C@@H:42]3[CH2:47][CH2:46][CH2:45][CH2:44][NH:43]3)[N:40]=2)[CH:37]=1. The catalyst is C(OC(C)C)(=O)C.O. The product is [F:31][C:32]1[CH:33]=[C:34]([CH3:48])[C:35]2[N:36]([CH:38]=[C:39]([CH2:41][C@@H:42]3[CH2:47][CH2:46][CH2:45][CH2:44][N:43]3[C:7]([C:5]3[N:6]=[C:2]([CH3:1])[S:3][C:4]=3[C:10]3[CH:15]=[CH:14][CH:13]=[CH:12][CH:11]=3)=[O:9])[N:40]=2)[CH:37]=1. The yield is 0.890. (7) The reactants are C(N(C(C)C)CC)(C)C.[C:10]1([C:24]2[CH:29]=[CH:28][CH:27]=[CH:26][CH:25]=2)[CH:15]=[CH:14][C:13]([CH2:16][CH2:17][CH:18]([OH:23])[CH2:19][C:20]([OH:22])=O)=[CH:12][CH:11]=1.F[P-](F)(F)(F)(F)F.N1(OC(N(C)C)=[N+](C)C)C2N=CC=CC=2N=N1.[S:54]1[CH2:58][CH2:57][NH:56][CH2:55]1. The catalyst is CN(C)C=O. The product is [C:10]1([C:24]2[CH:29]=[CH:28][CH:27]=[CH:26][CH:25]=2)[CH:11]=[CH:12][C:13]([CH2:16][CH2:17][CH:18]([OH:23])[CH2:19][C:20]([N:56]2[CH2:57][CH2:58][S:54][CH2:55]2)=[O:22])=[CH:14][CH:15]=1. The yield is 0.470.